Dataset: Reaction yield outcomes from USPTO patents with 853,638 reactions. Task: Predict the reaction yield, written as a fraction of the theoretical maximum amount of product (1.0 means a 100% yield; for example, 0.34 means a 34% yield). The reactants are [CH3:1][N:2]1[CH:6]=[C:5]([C:7]([O:9]CC)=O)[C:4](=[O:12])[N:3]1[C:13]1[CH:18]=[CH:17][CH:16]=[CH:15][CH:14]=1.[OH-].[Na+].Cl.[CH3:22][O:23][C:24]1[CH:33]=[C:32]2[C:27]([C:28]([O:34][C:35]3[CH:36]=[CH:37][C:38]([NH2:41])=[N:39][CH:40]=3)=[CH:29][CH:30]=[N:31]2)=[CH:26][CH:25]=1.CCN(CC)CC.CN(C(ON1N=NC2C=CC=NC1=2)=[N+](C)C)C.F[P-](F)(F)(F)(F)F. The catalyst is CO.O.CN(C=O)C.CCOC(C)=O.ClCCl. The product is [CH3:22][O:23][C:24]1[CH:33]=[C:32]2[C:27]([C:28]([O:34][C:35]3[CH:36]=[CH:37][C:38]([NH:41][C:7]([C:5]4[C:4](=[O:12])[N:3]([C:13]5[CH:14]=[CH:15][CH:16]=[CH:17][CH:18]=5)[N:2]([CH3:1])[CH:6]=4)=[O:9])=[N:39][CH:40]=3)=[CH:29][CH:30]=[N:31]2)=[CH:26][CH:25]=1. The yield is 0.200.